This data is from Forward reaction prediction with 1.9M reactions from USPTO patents (1976-2016). The task is: Predict the product of the given reaction. (1) Given the reactants Br[C:2]1[CH:3]=[C:4]([CH2:17][C:18]([O:20][CH3:21])=[O:19])[CH:5]=[C:6]([CH:15]=[O:16])[C:7]=1[O:8][CH2:9][O:10][CH2:11][CH2:12][O:13][CH3:14].[B:22]1([B:22]2[O:26][C:25]([CH3:28])([CH3:27])[C:24]([CH3:30])([CH3:29])[O:23]2)[O:26][C:25]([CH3:28])([CH3:27])[C:24]([CH3:30])([CH3:29])[O:23]1, predict the reaction product. The product is: [CH:15]([C:6]1[CH:5]=[C:4]([CH2:17][C:18]([O:20][CH3:21])=[O:19])[CH:3]=[C:2]([B:22]2[O:26][C:25]([CH3:28])([CH3:27])[C:24]([CH3:30])([CH3:29])[O:23]2)[C:7]=1[O:8][CH2:9][O:10][CH2:11][CH2:12][O:13][CH3:14])=[O:16].[CH:15]([C:6]1[C:7]([O:8][CH2:9][O:10][CH2:11][CH2:12][O:13][CH3:14])=[CH:2][CH:3]=[C:4]([CH2:17][C:18]([O:20][CH3:21])=[O:19])[CH:5]=1)=[O:16]. (2) Given the reactants [C:1]([O:8][CH3:9])(=[O:7])/[CH:2]=[CH:3]/[C:4]([OH:6])=[O:5].[C:10]([O:18][CH2:19][CH2:20]Cl)(=[O:17])/[CH:11]=[CH:12]/[C:13]([O:15][CH3:16])=[O:14], predict the reaction product. The product is: [C:4]([O:6][CH2:20][CH2:19][O:18][C:10](=[O:17])/[CH:11]=[CH:12]/[C:13]([O:15][CH3:16])=[O:14])(=[O:5])/[CH:3]=[CH:2]/[C:1]([O:8][CH3:9])=[O:7]. (3) Given the reactants [Br:1][C:2]1[CH:7]=[CH:6][C:5]([C:8]2([CH2:23][OH:24])[C:16]3[C:11](=[CH:12][CH:13]=[CH:14][CH:15]=3)[N:10]([CH2:17][CH2:18][CH2:19][CH2:20][CH3:21])[C:9]2=[O:22])=[C:4](O)[CH:3]=1.ClC1C=CC(Cl)=C2C=1C(C1C(O)=CC3OCOC=3C=1)(CO)C(=O)N2CCCCC, predict the reaction product. The product is: [Br:1][C:2]1[CH:3]=[CH:4][C:5]2[C:8]3([CH2:23][O:24][C:6]=2[CH:7]=1)[C:16]1[C:11](=[CH:12][CH:13]=[CH:14][CH:15]=1)[N:10]([CH2:17][CH2:18][CH2:19][CH2:20][CH3:21])[C:9]3=[O:22]. (4) Given the reactants Br[C:2]1[CH:7]=[CH:6][N:5]=[C:4]([F:8])[CH:3]=1.[Br-].[S:10]1[CH:14]=[CH:13][N:12]=[C:11]1[Zn+].C1COCC1, predict the reaction product. The product is: [F:8][C:4]1[CH:3]=[C:2]([C:11]2[S:10][CH:14]=[CH:13][N:12]=2)[CH:7]=[CH:6][N:5]=1. (5) Given the reactants [Cl:1][C:2]1[N:10]=[CH:9][C:8]([Cl:11])=[CH:7][C:3]=1[C:4]([OH:6])=O.Cl.[F:13][C:14]1[CH:19]=[CH:18][C:17]([CH2:20][CH2:21][CH2:22][CH2:23][C:24]([NH2:26])=[NH:25])=[CH:16][CH:15]=1.CN(C(ON1N=NC2C=CC=CC1=2)=[N+](C)C)C.[B-](F)(F)(F)F.CCN(C(C)C)C(C)C, predict the reaction product. The product is: [Cl:1][C:2]1[N:10]=[CH:9][C:8]([Cl:11])=[CH:7][C:3]=1[C:4]([NH:26][C:24](=[NH:25])[CH2:23][CH2:22][CH2:21][CH2:20][C:17]1[CH:16]=[CH:15][C:14]([F:13])=[CH:19][CH:18]=1)=[O:6]. (6) Given the reactants Cl.[NH2:2][C@@H:3]1[CH2:12][CH2:11][CH2:10][C:9]2[C:8]([C:13]3[S:17][C:16]([C:18]4[CH:19]=[CH:20][C:21]([O:26][CH:27]([CH3:29])[CH3:28])=[C:22]([CH:25]=4)[C:23]#[N:24])=[N:15][N:14]=3)=[CH:7][CH:6]=[CH:5][C:4]1=2.C([O-])([O-])=O.[K+].[K+].[CH3:36][N:37]([CH3:41])[CH2:38][CH2:39]Br, predict the reaction product. The product is: [CH3:36][N:37]([CH3:41])[CH2:38][CH2:39][NH:2][C@@H:3]1[CH2:12][CH2:11][CH2:10][C:9]2[C:8]([C:13]3[S:17][C:16]([C:18]4[CH:19]=[CH:20][C:21]([O:26][CH:27]([CH3:29])[CH3:28])=[C:22]([CH:25]=4)[C:23]#[N:24])=[N:15][N:14]=3)=[CH:7][CH:6]=[CH:5][C:4]1=2. (7) Given the reactants C(O[C:6]([N:8]1[CH2:12][C:11](=[N:13][O:14][CH3:15])[CH2:10][C@H:9]1[C:16]([OH:18])=O)=[O:7])(C)(C)C.[CH3:19][C:20]1[CH:25]=[CH:24][CH:23]=[CH:22][C:21]=1[C:26]1[CH:31]=[CH:30][C:29](C(O)=O)=[CH:28][CH:27]=1.[NH2:35][CH2:36][CH:37]([C:39]1[CH:44]=[CH:43][CH:42]=[CH:41][CH:40]=1)[OH:38], predict the reaction product. The product is: [OH:38][CH:37]([C:39]1[CH:44]=[CH:43][CH:42]=[CH:41][CH:40]=1)[CH2:36][NH:35][C:16]([C@@H:9]1[CH2:10][C:11](=[N:13][O:14][CH3:15])[CH2:12][N:8]1[C:6]([C:29]1[CH:28]=[CH:27][C:26]([C:21]2[CH:22]=[CH:23][CH:24]=[CH:25][C:20]=2[CH3:19])=[CH:31][CH:30]=1)=[O:7])=[O:18]. (8) Given the reactants [F:1][C:2]1[CH:7]=[C:6]([N+:8]([O-:10])=[O:9])[CH:5]=[CH:4][C:3]=1[OH:11].C(=O)([O-])[O-].[K+].[K+].[F:18][C:19]1[CH:20]=[C:21]([CH:24]=[CH:25][CH:26]=1)[CH2:22]Br, predict the reaction product. The product is: [F:1][C:2]1[CH:7]=[C:6]([N+:8]([O-:10])=[O:9])[CH:5]=[CH:4][C:3]=1[O:11][CH2:22][C:21]1[CH:24]=[CH:25][CH:26]=[C:19]([F:18])[CH:20]=1. (9) Given the reactants O1CC[O:3][CH:2]1[C:6]1[CH:7]=[CH:8][C:9]([C:12]2[S:20][C:19]3[C:14](=[N:15][CH:16]=[CH:17][C:18]=3[O:21][C:22]3[CH:28]=[CH:27][C:25]([NH2:26])=[CH:24][C:23]=3[F:29])[CH:13]=2)=[N:10][CH:11]=1.[F:30][C:31]1[CH:36]=[CH:35][C:34]([NH:37][C:38](=[O:43])[CH2:39][C:40](O)=[O:41])=[CH:33][CH:32]=1.CCN=C=NCCCN(C)C.Cl, predict the reaction product. The product is: [F:29][C:23]1[CH:24]=[C:25]([NH:26][C:40](=[O:41])[CH2:39][C:38]([NH:37][C:34]2[CH:35]=[CH:36][C:31]([F:30])=[CH:32][CH:33]=2)=[O:43])[CH:27]=[CH:28][C:22]=1[O:21][C:18]1[CH:17]=[CH:16][N:15]=[C:14]2[CH:13]=[C:12]([C:9]3[CH:8]=[CH:7][C:6]([CH:2]=[O:3])=[CH:11][N:10]=3)[S:20][C:19]=12.